From a dataset of Full USPTO retrosynthesis dataset with 1.9M reactions from patents (1976-2016). Predict the reactants needed to synthesize the given product. (1) Given the product [F:17][C:16]1[CH:13]=[CH:12][C:27]([C:56]([N:3]2[C@H:2]([CH3:1])[C@@H:7]3[CH2:8][C@H:4]2[C@H:5]([O:9][C:10]2[CH:15]=[CH:14][C:13]([C:16]([F:17])([F:19])[F:18])=[CH:12][N:11]=2)[CH2:6]3)=[O:57])=[C:26]([N:22]2[N:43]=[CH:38][CH:39]=[N:44]2)[CH:28]=1, predict the reactants needed to synthesize it. The reactants are: [CH3:1][C@@H:2]1[C@@H:7]2[CH2:8][C@@H:4]([C@H:5]([O:9][C:10]3[CH:15]=[CH:14][C:13]([C:16]([F:19])([F:18])[F:17])=[CH:12][N:11]=3)[CH2:6]2)[NH:3]1.CC[N:22]([CH:26]([CH3:28])[CH3:27])C(C)C.CN(C(ON1N=[N:44][C:39]2C=CC=[N:43][C:38]1=2)=[N+](C)C)C.F[P-](F)(F)(F)(F)F.CN([CH:56]=[O:57])C. (2) Given the product [N:18]([C@H:9]1[C:10]2[C:15](=[CH:14][CH:13]=[CH:12][CH:11]=2)[CH2:16][CH2:17][C@H:8]1[C:2]1[CH:3]=[CH:4][CH:5]=[CH:6][CH:7]=1)=[C:24]=[S:25], predict the reactants needed to synthesize it. The reactants are: Cl.[C:2]1([C@@H:8]2[CH2:17][CH2:16][C:15]3[C:10](=[CH:11][CH:12]=[CH:13][CH:14]=3)[C@@H:9]2[NH2:18])[CH:7]=[CH:6][CH:5]=[CH:4][CH:3]=1.C([O-])(O)=O.[Na+].[C:24](Cl)(Cl)=[S:25].